This data is from Forward reaction prediction with 1.9M reactions from USPTO patents (1976-2016). The task is: Predict the product of the given reaction. Given the reactants CCCC[N+](CCCC)(CCCC)CCCC.[F-].[Si]([O:26][CH2:27][CH2:28][C:29]1[CH:30]=[C:31]([CH2:34][N:35]2[CH2:57][CH2:56][C:38]3([O:43][CH2:42][CH2:41][N:40]([C:44]([C:46]4[CH:47]=[CH:48][C:49]5[S:53][C:52]([CH3:54])=[N:51][C:50]=5[CH:55]=4)=[O:45])[CH2:39]3)[CH2:37][CH2:36]2)[S:32][CH:33]=1)(C(C)(C)C)(C)C, predict the reaction product. The product is: [OH:26][CH2:27][CH2:28][C:29]1[CH:30]=[C:31]([CH2:34][N:35]2[CH2:57][CH2:56][C:38]3([O:43][CH2:42][CH2:41][N:40]([C:44]([C:46]4[CH:47]=[CH:48][C:49]5[S:53][C:52]([CH3:54])=[N:51][C:50]=5[CH:55]=4)=[O:45])[CH2:39]3)[CH2:37][CH2:36]2)[S:32][CH:33]=1.